Dataset: NCI-60 drug combinations with 297,098 pairs across 59 cell lines. Task: Regression. Given two drug SMILES strings and cell line genomic features, predict the synergy score measuring deviation from expected non-interaction effect. (1) Drug 1: CCC(=C(C1=CC=CC=C1)C2=CC=C(C=C2)OCCN(C)C)C3=CC=CC=C3.C(C(=O)O)C(CC(=O)O)(C(=O)O)O. Drug 2: C(=O)(N)NO. Cell line: SF-268. Synergy scores: CSS=1.80, Synergy_ZIP=-0.596, Synergy_Bliss=-0.951, Synergy_Loewe=0.645, Synergy_HSA=-0.911. (2) Drug 1: C1CC(C1)(C(=O)O)C(=O)O.[NH2-].[NH2-].[Pt+2]. Drug 2: C1C(C(OC1N2C=NC(=NC2=O)N)CO)O. Cell line: RXF 393. Synergy scores: CSS=1.15, Synergy_ZIP=0.277, Synergy_Bliss=1.90, Synergy_Loewe=-6.96, Synergy_HSA=-4.43.